Dataset: Forward reaction prediction with 1.9M reactions from USPTO patents (1976-2016). Task: Predict the product of the given reaction. (1) Given the reactants [C:1]([C:3]1[CH:4]=[C:5]([CH:27]=[C:28]([F:35])[C:29]=1[NH:30][S:31]([CH3:34])(=[O:33])=[O:32])[CH2:6][NH:7][C:8](=[O:26])[CH:9]=[CH:10][C:11]1[C:12]([N:21]2[CH2:25][CH2:24][CH2:23][CH2:22]2)=[N:13][C:14]([C:17]([F:20])([F:19])[F:18])=[CH:15][CH:16]=1)#[CH:2].CO, predict the reaction product. The product is: [C:1]([C:3]1[CH:4]=[C:5]([CH:27]=[C:28]([F:35])[C:29]=1[NH:30][S:31]([CH3:34])(=[O:32])=[O:33])[CH2:6][NH:7][C:8](=[O:26])[CH2:9][CH2:10][C:11]1[C:12]([N:21]2[CH2:22][CH2:23][CH2:24][CH2:25]2)=[N:13][C:14]([C:17]([F:18])([F:20])[F:19])=[CH:15][CH:16]=1)#[CH:2]. (2) Given the reactants C([N:8](CC1C=CC=CC=1)[C@@H:9]1[CH2:22][CH2:21][C@:20]2([O:23][CH3:24])[C@:11]34[CH2:27][CH2:26][N:25]([CH3:28])[C@@H:19]2[CH2:18][C:17]2[CH:16]=[CH:15][C:14]([OH:29])=[C:13]([O:30][C@@H:10]13)[C:12]4=2)C1C=CC=CC=1.C1CCCCC=1, predict the reaction product. The product is: [NH2:8][C@@H:9]1[CH2:22][CH2:21][C@:20]2([O:23][CH3:24])[C@:11]34[CH2:27][CH2:26][N:25]([CH3:28])[C@@H:19]2[CH2:18][C:17]2[CH:16]=[CH:15][C:14]([OH:29])=[C:13]([O:30][C@@H:10]13)[C:12]4=2. (3) Given the reactants [C:1]1(=[O:7])[CH2:6][CH2:5][CH2:4][CH:3]=[CH:2]1.[Al]([C:13]#[N:14])(CC)CC, predict the reaction product. The product is: [O:7]=[C:1]1[CH2:6][CH2:5][CH2:4][CH:3]([C:13]#[N:14])[CH2:2]1. (4) Given the reactants [CH3:1][C:2]1[S:3][CH:4]=[C:5](C(Cl)=O)[N:6]=1.[N+](=C[Si](C)(C)C)=[N-].[BrH:17].[CH3:18][CH2:19][O:20]C(C)=O, predict the reaction product. The product is: [Br:17][CH2:18][C:19]([C:4]1[S:3][C:2]([CH3:1])=[N:6][CH:5]=1)=[O:20]. (5) Given the reactants COC1C=CC(P2(SP(C3C=CC(OC)=CC=3)(=S)S2)=[S:10])=CC=1.[C:23]([C:25]1[C:30]2[N:31]=[C:32]([C:34]([NH2:36])=O)[O:33][C:29]=2[C:28]([F:37])=[C:27]([C:38]2[CH:43]=[CH:42][CH:41]=[CH:40][CH:39]=2)[C:26]=1[CH3:44])#[N:24], predict the reaction product. The product is: [C:23]([C:25]1[C:30]2[N:31]=[C:32]([C:34](=[S:10])[NH2:36])[O:33][C:29]=2[C:28]([F:37])=[C:27]([C:38]2[CH:43]=[CH:42][CH:41]=[CH:40][CH:39]=2)[C:26]=1[CH3:44])#[N:24]. (6) Given the reactants C([Li])CCC.[CH3:6][O:7][CH2:8][O:9][C:10]1[CH:15]=[CH:14][CH:13]=[C:12]([O:16][CH2:17][O:18][CH3:19])[CH:11]=1.[I:20]I, predict the reaction product. The product is: [I:20][C:11]1[C:12]([O:16][CH2:17][O:18][CH3:19])=[CH:13][CH:14]=[CH:15][C:10]=1[O:9][CH2:8][O:7][CH3:6]. (7) Given the reactants [NH2:1][C:2]1[N:3]=[C:4]([OH:19])[C:5]2[CH2:11][N:10]([C:12]([O:14][C:15]([CH3:18])([CH3:17])[CH3:16])=[O:13])[CH2:9][CH2:8][C:6]=2[N:7]=1.C(N(CC)CC)C.[C:27]1([CH3:37])[CH:32]=[CH:31][C:30]([S:33](Cl)(=[O:35])=[O:34])=[CH:29][CH:28]=1.O, predict the reaction product. The product is: [NH2:1][C:2]1[N:3]=[C:4]([O:19][S:33]([C:30]2[CH:31]=[CH:32][C:27]([CH3:37])=[CH:28][CH:29]=2)(=[O:35])=[O:34])[C:5]2[CH2:11][N:10]([C:12]([O:14][C:15]([CH3:16])([CH3:18])[CH3:17])=[O:13])[CH2:9][CH2:8][C:6]=2[N:7]=1.